This data is from NCI-60 drug combinations with 297,098 pairs across 59 cell lines. The task is: Regression. Given two drug SMILES strings and cell line genomic features, predict the synergy score measuring deviation from expected non-interaction effect. (1) Drug 1: CC1C(C(CC(O1)OC2CC(OC(C2O)C)OC3=CC4=CC5=C(C(=O)C(C(C5)C(C(=O)C(C(C)O)O)OC)OC6CC(C(C(O6)C)O)OC7CC(C(C(O7)C)O)OC8CC(C(C(O8)C)O)(C)O)C(=C4C(=C3C)O)O)O)O. Drug 2: C1CC(=O)NC(=O)C1N2C(=O)C3=CC=CC=C3C2=O. Cell line: MALME-3M. Synergy scores: CSS=52.0, Synergy_ZIP=8.42, Synergy_Bliss=-1.05, Synergy_Loewe=-12.4, Synergy_HSA=-1.96. (2) Drug 1: C1C(C(OC1N2C=NC3=C(N=C(N=C32)Cl)N)CO)O. Drug 2: C1=CC=C(C(=C1)C(C2=CC=C(C=C2)Cl)C(Cl)Cl)Cl. Cell line: NCIH23. Synergy scores: CSS=63.6, Synergy_ZIP=2.32, Synergy_Bliss=-3.65, Synergy_Loewe=-45.9, Synergy_HSA=-4.14.